Task: Predict the reactants needed to synthesize the given product.. Dataset: Full USPTO retrosynthesis dataset with 1.9M reactions from patents (1976-2016) (1) Given the product [Cl:1][C:2]1[CH:3]=[C:4]2[C:10]3([CH2:14][C:13](=[O:15])[N:12]([CH2:34][C:35]4[C:36]([CH3:46])=[N:37][O:38][C:39]=4[C:40]4[CH:45]=[CH:44][CH:43]=[CH:42][CH:41]=4)[CH2:11]3)[C:9](=[O:24])[N:8]([CH2:25][C:26]([O:28][C:29]([CH3:32])([CH3:31])[CH3:30])=[O:27])[C:5]2=[CH:6][CH:7]=1, predict the reactants needed to synthesize it. The reactants are: [Cl:1][C:2]1[CH:3]=[C:4]2[C:10]3([CH2:14][C:13](=[O:15])[N:12](CC4C=CC=CC=4F)[CH2:11]3)[C:9](=[O:24])[N:8]([CH2:25][C:26]([O:28][C:29]([CH3:32])([CH3:31])[CH3:30])=[O:27])[C:5]2=[CH:6][CH:7]=1.Br[CH2:34][C:35]1[C:36]([CH3:46])=[N:37][O:38][C:39]=1[C:40]1[CH:45]=[CH:44][CH:43]=[CH:42][CH:41]=1. (2) Given the product [CH3:10][O:11][C:12]1[CH:13]=[CH:14][C:15]([P:18]([S-:21])([N:1]2[CH2:6][CH2:5][O:4][CH2:3][CH2:2]2)=[S:19])=[CH:16][CH:17]=1.[CH2:2]1[NH2+:1][CH2:6][CH2:5][O:4][CH2:3]1, predict the reactants needed to synthesize it. The reactants are: [NH:1]1[CH2:6][CH2:5][O:4][CH2:3][CH2:2]1.C(Cl)Cl.[CH3:10][O:11][C:12]1[CH:17]=[CH:16][C:15]([P:18]2(=S)[S:21]P(C3C=CC(OC)=CC=3)(=S)[S:19]2)=[CH:14][CH:13]=1. (3) Given the product [N:12]1([C:10](=[O:11])[CH2:9][CH2:8][C:5]2[CH:6]=[CH:7][C:2]([N:28]3[CH2:27][CH2:26][N:25]([C:23]([O:22][C:18]([CH3:21])([CH3:20])[CH3:19])=[O:24])[CH2:30][CH2:29]3)=[CH:3][CH:4]=2)[CH2:17][CH2:16][O:15][CH2:14][CH2:13]1, predict the reactants needed to synthesize it. The reactants are: Br[C:2]1[CH:7]=[CH:6][C:5]([CH2:8][CH2:9][C:10]([N:12]2[CH2:17][CH2:16][O:15][CH2:14][CH2:13]2)=[O:11])=[CH:4][CH:3]=1.[C:18]([O:22][C:23]([N:25]1[CH2:30][CH2:29][NH:28][CH2:27][CH2:26]1)=[O:24])([CH3:21])([CH3:20])[CH3:19].CC(C)([O-])C.[Na+]. (4) The reactants are: [O:1]1[C:5]2[CH:6]=[CH:7][C:8]([C:10]3([C:13]([NH:15][C:16]4[N:21]=[C:20]([C:22]5[CH:23]=[N:24][C:25]([O:28]C)=[CH:26][CH:27]=5)[C:19]([CH3:30])=[CH:18][CH:17]=4)=[O:14])[CH2:12][CH2:11]3)=[CH:9][C:4]=2[CH2:3][CH2:2]1.Cl. Given the product [O:1]1[C:5]2[CH:6]=[CH:7][C:8]([C:10]3([C:13]([NH:15][C:16]4[CH:17]=[CH:18][C:19]([CH3:30])=[C:20]([C:22]5[CH:27]=[CH:26][C:25](=[O:28])[NH:24][CH:23]=5)[N:21]=4)=[O:14])[CH2:12][CH2:11]3)=[CH:9][C:4]=2[CH2:3][CH2:2]1, predict the reactants needed to synthesize it. (5) The reactants are: [NH2:1][C:2]1[C:3]([F:19])=[C:4]([C:15]([Cl:18])=[CH:16][CH:17]=1)[C:5]([O:7][CH2:8][C:9]1[CH:14]=[CH:13][CH:12]=[CH:11][CH:10]=1)=[O:6].CCN([CH2:25][CH3:26])CC.[CH2:27]([S:30](Cl)(=[O:32])=[O:31])[CH2:28][CH3:29]. Given the product [Cl:18][C:15]1[C:4]([C:5]([O:7][CH2:8][C:9]2[CH:14]=[CH:13][CH:12]=[CH:11][CH:10]=2)=[O:6])=[C:3]([F:19])[C:2]([N:1]([S:30]([CH2:27][CH2:25][CH3:26])(=[O:32])=[O:31])[S:30]([CH2:27][CH2:28][CH3:29])(=[O:32])=[O:31])=[CH:17][CH:16]=1, predict the reactants needed to synthesize it. (6) The reactants are: [F:1][C:2]1[CH:10]=[C:9]([C:11]2[C:15]3[CH:16]=[C:17]([C:20]4[O:21][C:22]([CH3:25])=[N:23][N:24]=4)[CH:18]=[CH:19][C:14]=3[O:13][CH:12]=2)[CH:8]=[CH:7][C:3]=1[C:4]([OH:6])=O.[NH:26]1[CH2:31][CH2:30][O:29][CH2:28][CH2:27]1. Given the product [F:1][C:2]1[CH:10]=[C:9]([C:11]2[C:15]3[CH:16]=[C:17]([C:20]4[O:21][C:22]([CH3:25])=[N:23][N:24]=4)[CH:18]=[CH:19][C:14]=3[O:13][CH:12]=2)[CH:8]=[CH:7][C:3]=1[C:4]([N:26]1[CH2:31][CH2:30][O:29][CH2:28][CH2:27]1)=[O:6], predict the reactants needed to synthesize it. (7) Given the product [NH2:1][C:2]1[N:3]=[C:4]([C:10]2[CH:15]=[CH:14][C:13]([O:16][CH3:17])=[CH:12][CH:11]=2)[S:5][C:6]=1[C:7]([NH:18][C@@H:19]([CH:24]1[CH2:29][CH2:28][CH2:27][CH2:26][CH2:25]1)[C:20]([O:22][CH3:23])=[O:21])=[O:9], predict the reactants needed to synthesize it. The reactants are: [NH2:1][C:2]1[N:3]=[C:4]([C:10]2[CH:15]=[CH:14][C:13]([O:16][CH3:17])=[CH:12][CH:11]=2)[S:5][C:6]=1[C:7]([OH:9])=O.[NH2:18][C@@H:19]([CH:24]1[CH2:29][CH2:28][CH2:27][CH2:26][CH2:25]1)[C:20]([O:22][CH3:23])=[O:21].C(N(CC)CC)C.CN(C(ON1N=NC2C=CC=NC1=2)=[N+](C)C)C.F[P-](F)(F)(F)(F)F.